From a dataset of Full USPTO retrosynthesis dataset with 1.9M reactions from patents (1976-2016). Predict the reactants needed to synthesize the given product. (1) Given the product [N+:1]([C:4]1[CH:9]=[CH:8][C:7]([O:10][CH2:13][C:14]2[N:15]=[CH:16][S:17][CH:18]=2)=[CH:6][CH:5]=1)([O-:3])=[O:2], predict the reactants needed to synthesize it. The reactants are: [N+:1]([C:4]1[CH:9]=[CH:8][C:7]([OH:10])=[CH:6][CH:5]=1)([O-:3])=[O:2].Cl.Cl[CH2:13][C:14]1[N:15]=[CH:16][S:17][CH:18]=1.C(=O)([O-])[O-].[K+].[K+].CN(C)C=O. (2) The reactants are: [NH2:1][C:2]1[CH:3]=[C:4]2[C:9](=[C:10]([Cl:12])[CH:11]=1)[N:8]=[CH:7][C:6]([C:13]#[N:14])=[C:5]2[NH:15][C:16]1[CH:21]=[CH:20][C:19]([F:22])=[C:18]([Cl:23])[CH:17]=1.[N+:24]1([O-:32])[C:25]([CH:30]=O)=[CH:26][CH:27]=[CH:28][CH:29]=1.[BH3-]C#N.[Na+]. Given the product [Cl:12][C:10]1[CH:11]=[C:2]([NH:1][CH2:30][C:25]2[CH:26]=[CH:27][CH:28]=[CH:29][N+:24]=2[O-:32])[CH:3]=[C:4]2[C:9]=1[N:8]=[CH:7][C:6]([C:13]#[N:14])=[C:5]2[NH:15][C:16]1[CH:21]=[CH:20][C:19]([F:22])=[C:18]([Cl:23])[CH:17]=1, predict the reactants needed to synthesize it.